From a dataset of Catalyst prediction with 721,799 reactions and 888 catalyst types from USPTO. Predict which catalyst facilitates the given reaction. (1) Reactant: [CH3:1][O:2][C:3]([C:5]1[CH:10]=[CH:9][C:8]([N:11]2[C:15]([S:16][CH2:17][CH2:18][CH3:19])=[C:14]([C:20]([OH:22])=O)[CH:13]=[N:12]2)=[CH:7][CH:6]=1)=[O:4].C(Cl)(=O)C(Cl)=O.Cl.[F:30][C:31]([F:44])([F:43])[C:32]1[CH:37]=[CH:36][CH:35]=[CH:34][C:33]=1[CH:38]1[CH2:42][CH2:41][NH:40][CH2:39]1.CCN(C(C)C)C(C)C. Product: [CH2:17]([S:16][C:15]1[N:11]([C:8]2[CH:7]=[CH:6][C:5]([C:3]([O:2][CH3:1])=[O:4])=[CH:10][CH:9]=2)[N:12]=[CH:13][C:14]=1[C:20]([N:40]1[CH2:41][CH2:42][CH:38]([C:33]2[CH:34]=[CH:35][CH:36]=[CH:37][C:32]=2[C:31]([F:30])([F:43])[F:44])[CH2:39]1)=[O:22])[CH2:18][CH3:19]. The catalyst class is: 606. (2) Reactant: [H-].[H-].[H-].[H-].[Li+].[Al+3].[CH3:7][C:8]1[S:9][C:10](/[CH:13]=[CH:14]/[N+:15]([O-])=O)=[CH:11][CH:12]=1.O.[OH-].[Na+]. Product: [CH3:7][C:8]1[S:9][C:10]([CH2:13][CH2:14][NH2:15])=[CH:11][CH:12]=1. The catalyst class is: 27. (3) Reactant: C[O:2][C:3]1[CH:12]=[C:11]2[C:6]([C:7]([CH3:20])=[C:8]([C:14]3[CH:19]=[CH:18][N:17]=[CH:16][CH:15]=3)[C:9](=[O:13])[O:10]2)=[CH:5][CH:4]=1.CCS.[Al](Br)(Br)Br. Product: [OH:2][C:3]1[CH:12]=[C:11]2[C:6]([C:7]([CH3:20])=[C:8]([C:14]3[CH:15]=[CH:16][N:17]=[CH:18][CH:19]=3)[C:9](=[O:13])[O:10]2)=[CH:5][CH:4]=1. The catalyst class is: 2. (4) Reactant: [OH:1][CH2:2][CH2:3][CH2:4][CH2:5][CH2:6][CH2:7][CH2:8][CH2:9][O:10][C:11]1[CH:16]=[CH:15][C:14](/[C:17](=[CH:20]/[C:21]2[CH:26]=[CH:25][C:24]([C:27]([F:30])([F:29])[F:28])=[CH:23][CH:22]=2)/[C:18]#[N:19])=[CH:13][CH:12]=1.C(N(CC)CC)C.[C:38](O[C:38](=[O:42])[C:39]([CH3:41])=[CH2:40])(=[O:42])[C:39]([CH3:41])=[CH2:40].O. Product: [CH3:41][C:39](=[CH2:40])[C:38]([O:1][CH2:2][CH2:3][CH2:4][CH2:5][CH2:6][CH2:7][CH2:8][CH2:9][O:10][C:11]1[CH:16]=[CH:15][C:14](/[C:17](/[C:18]#[N:19])=[CH:20]/[C:21]2[CH:26]=[CH:25][C:24]([C:27]([F:28])([F:29])[F:30])=[CH:23][CH:22]=2)=[CH:13][CH:12]=1)=[O:42]. The catalyst class is: 367. (5) Reactant: CC1(C)C(C)(C)OB([C:9]2[CH:10]=[CH:11][C:12]([C:15]3[CH2:19][CH:18]([CH2:20][OH:21])[O:17][N:16]=3)=[N:13][CH:14]=2)O1.Br[C:24]1[CH:32]=[CH:31][C:30]2[N:29]3[C:33](=[O:41])[O:34][C@@H:35]([CH2:36][NH:37][C:38](=[O:40])[CH3:39])[C@@H:28]3[CH2:27][C:26]=2[CH:25]=1.C([O-])([O-])=O.[K+].[K+]. Product: [OH:21][CH2:20][CH:18]1[O:17][N:16]=[C:15]([C:12]2[N:13]=[CH:14][C:9]([C:24]3[CH:32]=[CH:31][C:30]4[N:29]5[C:33](=[O:41])[O:34][C@@H:35]([CH2:36][NH:37][C:38](=[O:40])[CH3:39])[C@@H:28]5[CH2:27][C:26]=4[CH:25]=3)=[CH:10][CH:11]=2)[CH2:19]1. The catalyst class is: 38. (6) Reactant: FC(F)(F)C(O)=O.[CH3:8][O:9][C:10]1[C:11]2[N:18]=[C:17]([NH:19][C:20]([N:22]3[CH2:27][CH2:26][CH:25]([NH2:28])[CH2:24][CH2:23]3)=[O:21])[S:16][C:12]=2[N:13]=[CH:14][N:15]=1.[F:29][C:30]1[CH:38]=[CH:37][C:33]([C:34](Cl)=[O:35])=[CH:32][C:31]=1[C:39]([F:42])([F:41])[F:40].C(N(CC)CC)C. Product: [CH3:8][O:9][C:10]1[C:11]2[N:18]=[C:17]([NH:19][C:20]([N:22]3[CH2:27][CH2:26][CH:25]([NH:28][C:34](=[O:35])[C:33]4[CH:37]=[CH:38][C:30]([F:29])=[C:31]([C:39]([F:42])([F:40])[F:41])[CH:32]=4)[CH2:24][CH2:23]3)=[O:21])[S:16][C:12]=2[N:13]=[CH:14][N:15]=1. The catalyst class is: 34. (7) Reactant: [C:1]1([C:7](=O)[C:8]([O:10][CH3:11])=[O:9])[CH:6]=[CH:5][CH:4]=[CH:3][CH:2]=1.Cl.[NH2:14][OH:15].C(N(CC)CC)C. Product: [OH:15]/[N:14]=[C:7](\[C:1]1[CH:6]=[CH:5][CH:4]=[CH:3][CH:2]=1)/[C:8]([O:10][CH3:11])=[O:9]. The catalyst class is: 5.